This data is from Catalyst prediction with 721,799 reactions and 888 catalyst types from USPTO. The task is: Predict which catalyst facilitates the given reaction. (1) Reactant: [CH3:1][O:2][CH2:3][CH2:4][O:5][C:6]1[CH:7]=[C:8]([CH:11]=[C:12]([CH2:14][CH2:15][CH2:16][O:17][CH3:18])[CH:13]=1)[CH:9]=O.[CH:19]1([NH2:22])[CH2:21][CH2:20]1.S([O-])([O-])(=O)=O.[Mg+2].C([O-])(=O)C.[K+].C([BH3-])#N.[Na+]. Product: [CH3:1][O:2][CH2:3][CH2:4][O:5][C:6]1[CH:7]=[C:8]([CH:11]=[C:12]([CH2:14][CH2:15][CH2:16][O:17][CH3:18])[CH:13]=1)[CH2:9][NH:22][CH:19]1[CH2:21][CH2:20]1. The catalyst class is: 98. (2) Reactant: [NH:1]1[C:9]2[C:4](=[CH:5][CH:6]=[CH:7][CH:8]=2)[CH2:3][C:2]1=[O:10].[C:11](Cl)(=[O:13])[CH3:12].O. Product: [C:11]([C:6]1[CH:5]=[C:4]2[C:9](=[CH:8][CH:7]=1)[NH:1][C:2](=[O:10])[CH2:3]2)(=[O:13])[CH3:12]. The catalyst class is: 26. (3) Reactant: [CH2:1]([C:3]1[CH:26]=[CH:25][CH:24]=[C:23]([CH3:27])[C:4]=1[CH2:5][NH:6][C:7]1[CH:12]=[C:11]([O:13][CH2:14][CH2:15][O:16][CH3:17])[N:10]=[C:9]([NH:18][CH3:19])[C:8]=1[N+:20]([O-])=O)[CH3:2]. Product: [NH2:20][C:8]1[C:9]([NH:18][CH3:19])=[N:10][C:11]([O:13][CH2:14][CH2:15][O:16][CH3:17])=[CH:12][C:7]=1[NH:6][CH2:5][C:4]1[C:23]([CH3:27])=[CH:24][CH:25]=[CH:26][C:3]=1[CH2:1][CH3:2]. The catalyst class is: 94. (4) Reactant: [CH3:1][O:2][C:3]1[CH:8]=[CH:7][CH:6]=[CH:5][C:4]=1[CH2:9][CH2:10][C:11]([OH:13])=O.[Cl:14][C:15]1[CH:24]=[CH:23][C:18]([O:19][CH2:20][CH2:21][NH2:22])=[CH:17][CH:16]=1.CCN=C=NCCCN(C)C.Cl.Cl. Product: [Cl:14][C:15]1[CH:24]=[CH:23][C:18]([O:19][CH2:20][CH2:21][NH:22][C:11](=[O:13])[CH2:10][CH2:9][C:4]2[CH:5]=[CH:6][CH:7]=[CH:8][C:3]=2[O:2][CH3:1])=[CH:17][CH:16]=1. The catalyst class is: 595. (5) Product: [CH3:18][O:17][C:14]1[CH:15]=[CH:16][C:11]([C:9]2[C:3]3[C:2](=[C:7]([CH3:8])[CH:6]=[CH:5][CH:4]=3)[NH:21][N:20]=2)=[CH:12][CH:13]=1. The catalyst class is: 142. Reactant: F[C:2]1[C:7]([CH3:8])=[CH:6][CH:5]=[CH:4][C:3]=1[C:9]([C:11]1[CH:16]=[CH:15][C:14]([O:17][CH3:18])=[CH:13][CH:12]=1)=O.O.[NH2:20][NH2:21].